Task: Predict which catalyst facilitates the given reaction.. Dataset: Catalyst prediction with 721,799 reactions and 888 catalyst types from USPTO (1) Reactant: [CH2:1]([O:8][C:9]1[CH:14]=[CH:13][C:12]([OH:15])=[CH:11][CH:10]=1)[C:2]1[CH:7]=[CH:6][CH:5]=[CH:4][CH:3]=1.Br[CH:17]([CH3:22])[C:18]([O:20][CH3:21])=[O:19].C(=O)([O-])[O-].[Cs+].[Cs+]. Product: [CH3:21][O:20][C:18](=[O:19])[CH:17]([O:15][C:12]1[CH:11]=[CH:10][C:9]([O:8][CH2:1][C:2]2[CH:3]=[CH:4][CH:5]=[CH:6][CH:7]=2)=[CH:14][CH:13]=1)[CH3:22]. The catalyst class is: 21. (2) Reactant: [CH3:1][O:2][C:3](=[O:17])[CH:4]([O:15][CH3:16])[CH2:5][C:6]1[CH:11]=[CH:10][C:9]([OH:12])=[C:8]([O:13][CH3:14])[CH:7]=1.C([Si](C)(C)[O:23][CH2:24][CH2:25][CH2:26]O)(C)(C)C.CC(OC(/N=N/C(OC(C)C)=O)=O)C. Product: [CH3:1][O:2][C:3](=[O:17])[CH:4]([O:15][CH3:16])[CH2:5][C:6]1[CH:11]=[CH:10][C:9]([O:12][CH2:26][CH2:25][CH2:24][OH:23])=[C:8]([O:13][CH3:14])[CH:7]=1. The catalyst class is: 11. (3) Reactant: [Br:1][C:2]1[S:6][CH:5]=[C:4]([C:7]([OH:9])=O)[CH:3]=1.C(N(CC)CC)C.[NH:17]1[CH:26]2[CH:21]([CH2:22][CH2:23][CH2:24][CH2:25]2)[CH2:20][CH2:19][CH2:18]1.CN(C(ON1N=NC2C=CC=NC1=2)=[N+](C)C)C.F[P-](F)(F)(F)(F)F. Product: [Br:1][C:2]1[S:6][CH:5]=[C:4]([C:7]([N:17]2[C@@H:26]3[C@@H:21]([CH2:22][CH2:23][CH2:24][CH2:25]3)[CH2:20][CH2:19][CH2:18]2)=[O:9])[CH:3]=1. The catalyst class is: 10. (4) Reactant: [C:1]([O:5][C:6]([NH:8][CH2:9][C:10]1[CH:30]=[CH:29][C:13]([C:14]([NH:16][CH2:17][C:18]2[CH:28]=[CH:27][C:21]([O:22][CH2:23][C:24](O)=[O:25])=[CH:20][CH:19]=2)=[O:15])=[CH:12][CH:11]=1)=[O:7])([CH3:4])([CH3:3])[CH3:2].N1C=CC=CC=1.F[P-](F)(F)(F)(F)F.N1(O[P+](N(C)C)(N(C)C)N(C)C)C2C=CC=CC=2N=N1.[Si:64]([O:71][C@H:72]1[CH2:76][NH:75][CH2:74][C@@H:73]1[OH:77])([C:67]([CH3:70])([CH3:69])[CH3:68])([CH3:66])[CH3:65]. Product: [Si:64]([O:71][C@H:72]1[C@H:73]([OH:77])[CH2:74][N:75]([C:24](=[O:25])[CH2:23][O:22][C:21]2[CH:20]=[CH:19][C:18]([CH2:17][NH:16][C:14]([C:13]3[CH:29]=[CH:30][C:10]([CH2:9][NH:8][C:6](=[O:7])[O:5][C:1]([CH3:4])([CH3:2])[CH3:3])=[CH:11][CH:12]=3)=[O:15])=[CH:28][CH:27]=2)[CH2:76]1)([C:67]([CH3:70])([CH3:69])[CH3:68])([CH3:66])[CH3:65]. The catalyst class is: 3. (5) The catalyst class is: 17. Reactant: [C:1]1([NH:7][C:8]2[CH:16]=[CH:15][CH:14]=[C:10]([C:11]([OH:13])=O)[C:9]=2[C:17]([OH:19])=O)[CH:6]=[CH:5][CH:4]=[CH:3][CH:2]=1.Cl.[NH2:21][CH:22]1[CH2:28][CH2:27][C:26](=[O:29])[NH:25][C:23]1=[O:24]. Product: [O:24]=[C:23]1[CH:22]([N:21]2[C:17](=[O:19])[C:9]3[C:10](=[CH:14][CH:15]=[CH:16][C:8]=3[NH:7][C:1]3[CH:2]=[CH:3][CH:4]=[CH:5][CH:6]=3)[C:11]2=[O:13])[CH2:28][CH2:27][C:26](=[O:29])[NH:25]1. (6) Reactant: [Cl:1][C:2]1[N:7]=[C:6]([CH2:8][N:9]2[C:14]([C:15]([C:17]3[CH:18]=[C:19]([CH:22]=[C:23]([CH3:25])[CH:24]=3)[C:20]#[N:21])=[O:16])=[C:13]([CH:26]([CH3:28])[CH3:27])[C:12](=[O:29])[NH:11][C:10]2=[O:30])[CH:5]=[C:4](Cl)[N:3]=1.[CH3:32][O:33][C:34]1[CH:41]=[CH:40][C:37]([CH2:38][NH2:39])=[CH:36][CH:35]=1. Product: [Cl:1][C:2]1[N:7]=[C:6]([CH2:8][N:9]2[C:14]([C:15]([C:17]3[CH:18]=[C:19]([CH:22]=[C:23]([CH3:25])[CH:24]=3)[C:20]#[N:21])=[O:16])=[C:13]([CH:26]([CH3:27])[CH3:28])[C:12](=[O:29])[NH:11][C:10]2=[O:30])[CH:5]=[C:4]([NH:39][CH2:38][C:37]2[CH:40]=[CH:41][C:34]([O:33][CH3:32])=[CH:35][CH:36]=2)[N:3]=1. The catalyst class is: 10. (7) Reactant: C([N:8]1[CH2:29][CH2:28][C:11]2([C:15](=[O:16])[N:14]([C:17]3[CH:22]=[CH:21][C:20]([O:23][C:24]([F:27])([F:26])[F:25])=[CH:19][CH:18]=3)[CH2:13][CH2:12]2)[CH2:10][CH2:9]1)C1C=CC=CC=1.C(O)(=O)C. Product: [F:27][C:24]([F:25])([F:26])[O:23][C:20]1[CH:21]=[CH:22][C:17]([N:14]2[CH2:13][CH2:12][C:11]3([CH2:10][CH2:9][NH:8][CH2:29][CH2:28]3)[C:15]2=[O:16])=[CH:18][CH:19]=1. The catalyst class is: 563. (8) Reactant: C([O:8][CH:9]1[CH2:12][CH:11]([C:13]2[CH:18]=[C:17]([CH2:19][O:20][Si:21]([C:24]([CH3:27])([CH3:26])[CH3:25])([CH3:23])[CH3:22])[C:16]([F:28])=[CH:15][N:14]=2)[CH2:10]1)C1C=CC=CC=1. Product: [Si:21]([O:20][CH2:19][C:17]1[C:16]([F:28])=[CH:15][N:14]=[C:13]([CH:11]2[CH2:10][CH:9]([OH:8])[CH2:12]2)[CH:18]=1)([C:24]([CH3:27])([CH3:26])[CH3:25])([CH3:23])[CH3:22]. The catalyst class is: 227. (9) The catalyst class is: 21. Product: [C:1]([C:4]1[C:14]([F:15])=[CH:13][C:7]2[O:8][CH2:9][C:10](=[O:12])[N:11]([CH:23]([CH3:29])[C:24]([O:26][CH2:27][CH3:28])=[O:25])[C:6]=2[CH:5]=1)(=[O:3])[CH3:2]. Reactant: [C:1]([C:4]1[C:14]([F:15])=[CH:13][C:7]2[O:8][CH2:9][C:10](=[O:12])[NH:11][C:6]=2[CH:5]=1)(=[O:3])[CH3:2].C([O-])([O-])=O.[K+].[K+].Br[CH:23]([CH3:29])[C:24]([O:26][CH2:27][CH3:28])=[O:25]. (10) Product: [Br:1][C:2]1[S:3][C:4]2[CH:10]=[C:9]([C:11](=[O:16])[CH2:12][CH2:13][CH3:14])[CH:8]=[CH:7][C:5]=2[N:6]=1. The catalyst class is: 15. Reactant: [Br:1][C:2]1[S:3][C:4]2[CH:10]=[C:9]([CH2:11][CH2:12][CH2:13][CH3:14])[CH:8]=[CH:7][C:5]=2[N:6]=1.C(=O)(O)[O-:16].[Na+].